Dataset: Forward reaction prediction with 1.9M reactions from USPTO patents (1976-2016). Task: Predict the product of the given reaction. (1) Given the reactants [C:1]([NH:20][CH:21]1[CH2:26][CH2:25][CH2:24][NH:23][C:22]1=O)([C:14]1[CH:19]=[CH:18][CH:17]=[CH:16][CH:15]=1)([C:8]1[CH:13]=[CH:12][CH:11]=[CH:10][CH:9]=1)[C:2]1[CH:7]=[CH:6][CH:5]=[CH:4][CH:3]=1.[H-].[H-].[H-].[H-].[Li+].[Al+3].O.[OH-].[Na+], predict the reaction product. The product is: [NH:23]1[CH2:24][CH2:25][CH2:26][CH:21]([NH:20][C:1]([C:8]2[CH:13]=[CH:12][CH:11]=[CH:10][CH:9]=2)([C:2]2[CH:3]=[CH:4][CH:5]=[CH:6][CH:7]=2)[C:14]2[CH:19]=[CH:18][CH:17]=[CH:16][CH:15]=2)[CH2:22]1. (2) The product is: [Cl:26][C:27]1[CH:32]=[C:31]([Cl:33])[CH:30]=[CH:29][C:28]=1[C:2]1[N:7]=[C:6]([NH:8][CH2:9][CH2:10][NH:11][C:12]2[N:17]=[C:16]([NH2:18])[C:15]([N+:19]([O-:21])=[O:20])=[CH:14][CH:13]=2)[N:5]2[CH:22]=[C:23]([CH3:25])[N:24]=[C:4]2[CH:3]=1. Given the reactants Cl[C:2]1[N:7]=[C:6]([NH:8][CH2:9][CH2:10][NH:11][C:12]2[N:17]=[C:16]([NH2:18])[C:15]([N+:19]([O-:21])=[O:20])=[CH:14][CH:13]=2)[N:5]2[CH:22]=[C:23]([CH3:25])[N:24]=[C:4]2[CH:3]=1.[Cl:26][C:27]1[CH:32]=[C:31]([Cl:33])[CH:30]=[CH:29][C:28]=1B(O)O, predict the reaction product. (3) Given the reactants Cl.[Si]([O:9][C@H:10]1[C:19](=[O:20])[C:18]2[CH:17]=[CH:16][N:15]3[CH:21]=[C:22]([CH3:24])[N:23]=[C:14]3[C:13]=2[NH:12][C@@H:11]1[C:25]1[CH:30]=[CH:29][CH:28]=[CH:27][CH:26]=1)(C(C)(C)C)(C)C.[OH-].[Na+], predict the reaction product. The product is: [OH:9][C@H:10]1[C:19](=[O:20])[C:18]2[CH:17]=[CH:16][N:15]3[CH:21]=[C:22]([CH3:24])[N:23]=[C:14]3[C:13]=2[NH:12][C@@H:11]1[C:25]1[CH:26]=[CH:27][CH:28]=[CH:29][CH:30]=1. (4) Given the reactants CO[C:3]([C:5]1[N:6]=[C:7]([C:23]#[N:24])[C:8]2[C:13]([C:14]=1[OH:15])=[CH:12][CH:11]=[C:10]([O:16][C:17]1[CH:22]=[CH:21][CH:20]=[CH:19][CH:18]=1)[CH:9]=2)=[O:4].[NH2:25][CH:26]([CH3:31])[CH2:27][C:28]([OH:30])=[O:29].C[O-].[Na+].CO, predict the reaction product. The product is: [C:23]([C:7]1[C:8]2[C:13](=[CH:12][CH:11]=[C:10]([O:16][C:17]3[CH:22]=[CH:21][CH:20]=[CH:19][CH:18]=3)[CH:9]=2)[C:14]([OH:15])=[C:5]([C:3]([NH:25][CH:26]([CH3:31])[CH2:27][C:28]([OH:30])=[O:29])=[O:4])[N:6]=1)#[N:24]. (5) Given the reactants [N:1]1[NH:2][N:3]=[N:4][C:5]=1[CH2:6][NH:7][C:8]([C@@H:10]1[CH2:18][C:17]2[C:12](=[CH:13][CH:14]=[CH:15][CH:16]=2)[N:11]1[C:19](=[O:38])[CH2:20][NH:21][C:22](=[O:37])[C@@H:23]([NH:29][C:30](=[O:36])OC(C)(C)C)[CH:24]1[CH2:28][CH2:27][CH2:26][CH2:25]1)=[O:9].C1(=O)[O:44][C:42](=[O:43])[CH2:41][CH2:40]1, predict the reaction product. The product is: [CH:24]1([C@H:23]([NH:29][C:30]([CH2:40][CH2:41][C:42]([OH:44])=[O:43])=[O:36])[C:22](=[O:37])[NH:21][CH2:20][C:19](=[O:38])[N:11]2[C:12]3[C:17](=[CH:16][CH:15]=[CH:14][CH:13]=3)[CH2:18][C@H:10]2[C:8](=[O:9])[NH:7][CH2:6][C:5]2[N:4]=[N:3][NH:2][N:1]=2)[CH2:25][CH2:26][CH2:27][CH2:28]1.